Predict the product of the given reaction. From a dataset of Forward reaction prediction with 1.9M reactions from USPTO patents (1976-2016). Given the reactants [N+:1](/[CH:4]=[CH:5]/[C:6]1[CH:11]=[CH:10][CH:9]=[CH:8][CH:7]=1)([O-:3])=[O:2].[C:12]([O:19][CH3:20])(=[O:18])[CH2:13][C:14]([O:16][CH3:17])=[O:15], predict the reaction product. The product is: [CH3:17][O:16][C:14]([CH:13]([C@H:5]([C:6]1[CH:11]=[CH:10][CH:9]=[CH:8][CH:7]=1)[CH2:4][N+:1]([O-:3])=[O:2])[C:12]([O:19][CH3:20])=[O:18])=[O:15].